From a dataset of Catalyst prediction with 721,799 reactions and 888 catalyst types from USPTO. Predict which catalyst facilitates the given reaction. (1) Reactant: [Cl:1][C:2]1[C:7]([N:8]2[CH2:11][CH:10]([N:12]3[CH2:17][CH2:16][N:15]([CH3:18])[CH2:14][CH2:13]3)[CH2:9]2)=[CH:6][C:5]([O:19][CH:20]([F:22])[F:21])=[CH:4][C:3]=1[NH:23][C:24]1[N:29]=[C:28]([N:30]([CH:40]2[CH2:42][CH2:41]2)CC2C=CC(OC)=CC=2)[C:27]2=[N:43][CH:44]=[C:45]([C:46]#[N:47])[N:26]2[N:25]=1.C1(OC)C=CC=CC=1.C(O)(C(F)(F)F)=O. Product: [Cl:1][C:2]1[C:7]([N:8]2[CH2:11][CH:10]([N:12]3[CH2:13][CH2:14][N:15]([CH3:18])[CH2:16][CH2:17]3)[CH2:9]2)=[CH:6][C:5]([O:19][CH:20]([F:22])[F:21])=[CH:4][C:3]=1[NH:23][C:24]1[N:29]=[C:28]([NH:30][CH:40]2[CH2:41][CH2:42]2)[C:27]2=[N:43][CH:44]=[C:45]([C:46]#[N:47])[N:26]2[N:25]=1. The catalyst class is: 26. (2) Reactant: [CH3:1][O:2][C:3]1[CH:8]=[CH:7][C:6]([C:9]([C:11]2[CH:16]=[CH:15][CH:14]=[C:13]([O:17][CH2:18][C:19]3[N:20]=[C:21]([C:25]4[CH:30]=[CH:29][CH:28]=[CH:27][CH:26]=4)[O:22][C:23]=3[CH3:24])[CH:12]=2)=[O:10])=[C:5]([O:31]COC)[CH:4]=1.Cl. Product: [OH:31][C:5]1[CH:4]=[C:3]([O:2][CH3:1])[CH:8]=[CH:7][C:6]=1[C:9]([C:11]1[CH:16]=[CH:15][CH:14]=[C:13]([O:17][CH2:18][C:19]2[N:20]=[C:21]([C:25]3[CH:26]=[CH:27][CH:28]=[CH:29][CH:30]=3)[O:22][C:23]=2[CH3:24])[CH:12]=1)=[O:10]. The catalyst class is: 21.